From a dataset of Forward reaction prediction with 1.9M reactions from USPTO patents (1976-2016). Predict the product of the given reaction. Given the reactants C([O:4][CH2:5][CH:6]1[O:11][C:10]2=[CH:12][S:13][CH:14]=[C:9]2[O:8][CH2:7]1)(=O)C.[OH-].[Na+], predict the reaction product. The product is: [O:8]1[CH2:7][CH:6]([CH2:5][OH:4])[O:11][C:10]2=[CH:12][S:13][CH:14]=[C:9]12.